Dataset: Forward reaction prediction with 1.9M reactions from USPTO patents (1976-2016). Task: Predict the product of the given reaction. Given the reactants [CH3:1][S:2]([N:5]1[C:9]2=[CH:10][CH:11]=[C:12]3[C:17]([N:16]=[C:15]([C:18]4[CH:24]=[CH:23][C:21]([NH2:22])=[CH:20][CH:19]=4)[N:14]=[C:13]3[N:25]3[CH2:30][CH2:29][O:28][CH2:27][CH2:26]3)=[C:8]2[CH:7]=[CH:6]1)(=[O:4])=[O:3].ClC(Cl)(O[C:35](=[O:41])OC(Cl)(Cl)Cl)Cl.[CH2:43]([NH2:45])[CH3:44], predict the reaction product. The product is: [CH2:43]([NH:45][C:35]([NH:22][C:21]1[CH:20]=[CH:19][C:18]([C:15]2[N:14]=[C:13]([N:25]3[CH2:30][CH2:29][O:28][CH2:27][CH2:26]3)[C:12]3[C:17](=[C:8]4[CH:7]=[CH:6][N:5]([S:2]([CH3:1])(=[O:4])=[O:3])[C:9]4=[CH:10][CH:11]=3)[N:16]=2)=[CH:24][CH:23]=1)=[O:41])[CH3:44].